Dataset: Forward reaction prediction with 1.9M reactions from USPTO patents (1976-2016). Task: Predict the product of the given reaction. (1) The product is: [NH2:1][C:2]1[CH:25]=[CH:24][C:5]2[C:6]3[C:19]([O:20][CH:21]([F:23])[F:22])=[CH:18][CH:17]=[CH:16][C:7]=3[O:8][CH:9]([C:10]3[CH:11]=[CH:12][CH:13]=[CH:14][CH:15]=3)[C:4]=2[CH:3]=1. Given the reactants [NH2:1][C:2]1[CH:25]=[CH:24][C:5]2[C:6]3[C:19]([O:20][CH:21]([F:23])[F:22])=[CH:18][CH:17]=[CH:16][C:7]=3[O:8][CH:9]([C:10]3[CH:15]=[CH:14][CH:13]=[CH:12][CH:11]=3)[C:4]=2[C:3]=1Br.C(N(CC)CC)C.[H][H], predict the reaction product. (2) Given the reactants Br[C:2]1[CH:7]=[CH:6][C:5](/[CH:8]=[CH:9]/[C:10]2[NH:11][CH:12]=[C:13]([C:15]3[CH:20]=[CH:19][C:18]([Cl:21])=[CH:17][C:16]=3[Cl:22])[N:14]=2)=[CH:4][CH:3]=1.[CH3:23][O:24][C:25]1[CH:26]=[C:27](B(O)O)[CH:28]=[CH:29][CH:30]=1, predict the reaction product. The product is: [Cl:22][C:16]1[CH:17]=[C:18]([Cl:21])[CH:19]=[CH:20][C:15]=1[C:13]1[N:14]=[C:10](/[CH:9]=[CH:8]/[C:5]2[CH:6]=[CH:7][C:2]([C:29]3[CH:28]=[CH:27][CH:26]=[C:25]([O:24][CH3:23])[CH:30]=3)=[CH:3][CH:4]=2)[NH:11][CH:12]=1. (3) Given the reactants OC(C)(C)C[C:4]1([C:29]2[CH:34]=[CH:33][CH:32]=[CH:31][CH:30]=2)[O:9][C:8](=[O:10])[N:7](C(C2C=CC(B3OC(C)(C)C(C)(C)O3)=CC=2)(C)C)[CH2:6][CH2:5]1.C(=O)([O-])[O-].[Na+].[Na+].O.I[C:45]1[CH:50]=[CH:49][N:48]([CH3:51])[C:47](=[O:52])[CH:46]=1, predict the reaction product. The product is: [CH3:51][N:48]1[CH:49]=[CH:50][CH:45]([CH:6]2[CH2:5][CH:4]([C:29]3[CH:30]=[CH:31][CH:32]=[CH:33][CH:34]=3)[O:9][C:8](=[O:10])[NH:7]2)[CH2:46][C:47]1=[O:52]. (4) Given the reactants [H-].[Na+].[CH3:3][C:4]1([OH:10])[CH2:9][CH2:8][CH2:7][O:6][CH2:5]1.[C:11](=[O:26])([O:19][C:20]1[CH:25]=[CH:24][CH:23]=[CH:22][N:21]=1)[O:12][C:13]1[CH:18]=[CH:17][CH:16]=[CH:15][N:14]=1, predict the reaction product. The product is: [C:11](=[O:19])([O:12][C:13]1[CH:18]=[CH:17][CH:16]=[CH:15][N:14]=1)[O:10][C:4]1([CH3:3])[CH2:9][CH2:8][CH2:7][O:6][CH2:5]1.[C:11](=[O:26])([O-:12])[O:19][C:20]1[C:25]([C:4]2([CH3:3])[CH2:9][CH2:8][CH2:7][O:6][CH2:5]2)=[CH:24][CH:23]=[CH:22][N:21]=1.